From a dataset of Peptide-MHC class I binding affinity with 185,985 pairs from IEDB/IMGT. Regression. Given a peptide amino acid sequence and an MHC pseudo amino acid sequence, predict their binding affinity value. This is MHC class I binding data. (1) The peptide sequence is IVTRIVELL. The MHC is HLA-A23:01 with pseudo-sequence HLA-A23:01. The binding affinity (normalized) is 0.331. (2) The peptide sequence is EIYRTLYGL. The MHC is HLA-B15:01 with pseudo-sequence HLA-B15:01. The binding affinity (normalized) is 0.0847. (3) The peptide sequence is KLNENIIRF. The MHC is HLA-A03:01 with pseudo-sequence HLA-A03:01. The binding affinity (normalized) is 0.416. (4) The peptide sequence is AVSKNRRQL. The MHC is HLA-B08:02 with pseudo-sequence HLA-B08:02. The binding affinity (normalized) is 0.0847.